Task: Predict the reactants needed to synthesize the given product.. Dataset: Full USPTO retrosynthesis dataset with 1.9M reactions from patents (1976-2016) (1) Given the product [CH3:12][O:13][C:14](=[O:40])[CH2:15][C@H:16]1[CH2:17][CH2:18][C@H:19]([C:22]2[CH:23]=[CH:24][C:25]([N:28]([CH2:29][C@H:30]([O:32][Si:33]([C:36]([CH3:39])([CH3:38])[CH3:37])([CH3:34])[CH3:35])[CH3:31])[C:8]([C:7]3[C:6]([Cl:11])=[N:5][CH:4]=[N:3][C:2]=3[Cl:1])=[O:9])=[CH:26][CH:27]=2)[CH2:20][CH2:21]1, predict the reactants needed to synthesize it. The reactants are: [Cl:1][C:2]1[C:7]([C:8](Cl)=[O:9])=[C:6]([Cl:11])[N:5]=[CH:4][N:3]=1.[CH3:12][O:13][C:14](=[O:40])[CH2:15][C@H:16]1[CH2:21][CH2:20][C@H:19]([C:22]2[CH:27]=[CH:26][C:25]([NH:28][CH2:29][C@H:30]([O:32][Si:33]([C:36]([CH3:39])([CH3:38])[CH3:37])([CH3:35])[CH3:34])[CH3:31])=[CH:24][CH:23]=2)[CH2:18][CH2:17]1. (2) Given the product [CH3:14][N:15]1[C:4](=[O:6])[C:3]2[C:2](=[CH:10][C:9]([NH:11][S:35]([CH3:34])(=[O:37])=[O:36])=[CH:8][CH:7]=2)[N:1]=[C:29]1[C:28]1[CH:31]=[CH:32][CH:33]=[C:26]([O:25][CH2:24][CH2:23][CH2:22][N:16]2[CH2:21][CH2:20][CH2:19][CH2:18][CH2:17]2)[CH:27]=1, predict the reactants needed to synthesize it. The reactants are: [NH2:1][C:2]1[CH:10]=[C:9]([N+:11]([O-])=O)[CH:8]=[CH:7][C:3]=1[C:4]([OH:6])=O.[CH3:14][NH2:15].[N:16]1([CH2:22][CH2:23][CH2:24][O:25][C:26]2[CH:27]=[C:28]([CH:31]=[CH:32][CH:33]=2)[CH:29]=O)[CH2:21][CH2:20][CH2:19][CH2:18][CH2:17]1.[CH3:34][S:35](Cl)(=[O:37])=[O:36]. (3) Given the product [Cl:16][C:8]1[NH:7][C:6](=[O:5])[C:15]2[C:10]([CH:9]=1)=[CH:11][CH:12]=[CH:13][CH:14]=2, predict the reactants needed to synthesize it. The reactants are: C([O:5][C:6]1[C:15]2[C:10](=[CH:11][CH:12]=[CH:13][CH:14]=2)[CH:9]=[C:8]([Cl:16])[N:7]=1)(C)(C)C. (4) Given the product [Br:1][C:2]1[CH:3]=[CH:4][C:5]2[O:9][CH2:8][C:7](=[O:10])[C:6]=2[CH:14]=1, predict the reactants needed to synthesize it. The reactants are: [Br:1][C:2]1[CH:3]=[CH:4][C:5]2[O:9][CH:8]=[C:7]([O:10]C(=O)C)[C:6]=2[CH:14]=1.